Dataset: Reaction yield outcomes from USPTO patents with 853,638 reactions. Task: Predict the reaction yield, written as a fraction of the theoretical maximum amount of product (1.0 means a 100% yield; for example, 0.34 means a 34% yield). The reactants are [C:1]([OH:7])([C:3]([F:6])([F:5])[F:4])=[O:2].[C:8]12([C:18]([C:20]3[CH:25]=[CH:24][C:23]([C:26]([NH:28][C:29]4[CH:38]=[CH:37][C:36]([Cl:39])=[CH:35][C:30]=4[C:31]([O:33][CH3:34])=[O:32])=[O:27])=[CH:22][CH:21]=3)=O)[CH2:17][CH:12]3[CH2:13][CH:14]([CH2:16][CH:10]([CH2:11]3)[CH2:9]1)[CH2:15]2.C([SiH](CC)CC)C. The catalyst is C(OCC)(=O)C. The product is [C:8]12([CH2:18][C:20]3[CH:21]=[CH:22][C:23]([C:26]([NH:28][C:29]4[CH:38]=[CH:37][C:36]([Cl:39])=[CH:35][C:30]=4[C:31]([O:33][CH3:34])=[O:32])=[O:27])=[CH:24][CH:25]=3)[CH2:9][CH:10]3[CH2:11][CH:12]([CH2:13][CH:14]([CH2:16]3)[CH2:15]1)[CH2:17]2.[C:8]12([CH:18]([O:2][C:1](=[O:7])[C:3]([F:6])([F:5])[F:4])[C:20]3[CH:21]=[CH:22][C:23]([C:26]([NH:28][C:29]4[CH:38]=[CH:37][C:36]([Cl:39])=[CH:35][C:30]=4[C:31]([O:33][CH3:34])=[O:32])=[O:27])=[CH:24][CH:25]=3)[CH2:9][CH:10]3[CH2:11][CH:12]([CH2:13][CH:14]([CH2:16]3)[CH2:15]1)[CH2:17]2. The yield is 0.210.